From a dataset of Full USPTO retrosynthesis dataset with 1.9M reactions from patents (1976-2016). Predict the reactants needed to synthesize the given product. The reactants are: Br[C:2]1[CH:7]=[CH:6][C:5]2[C:8]3([CH2:23][O:24][C:4]=2[CH:3]=1)[C:16]1[C:11](=[CH:12][CH:13]=[CH:14][CH:15]=1)[N:10]([CH2:17][CH2:18][CH2:19][CH2:20][CH3:21])[C:9]3=[O:22].Cl.CN(C)CC(O)=O.C(=O)([O-])[O-].[Cs+].[Cs+].[C:39]1([OH:45])[CH:44]=[CH:43][CH:42]=[CH:41][CH:40]=1. Given the product [CH2:17]([N:10]1[C:11]2[C:16](=[CH:15][CH:14]=[CH:13][CH:12]=2)[C:8]2([C:5]3[CH:6]=[CH:7][C:2]([O:45][C:39]4[CH:44]=[CH:43][CH:42]=[CH:41][CH:40]=4)=[CH:3][C:4]=3[O:24][CH2:23]2)[C:9]1=[O:22])[CH2:18][CH2:19][CH2:20][CH3:21], predict the reactants needed to synthesize it.